From a dataset of Full USPTO retrosynthesis dataset with 1.9M reactions from patents (1976-2016). Predict the reactants needed to synthesize the given product. Given the product [CH3:1][O:2][C:3]1[CH:8]=[C:7]([O:9][C:10]([F:13])([F:12])[F:11])[CH:6]=[CH:5][C:4]=1[C:25]1[C:30]([CH3:31])=[CH:29][C:28]([N+:32]([O-:34])=[O:33])=[CH:27][N:26]=1, predict the reactants needed to synthesize it. The reactants are: [CH3:1][O:2][C:3]1[CH:8]=[C:7]([O:9][C:10]([F:13])([F:12])[F:11])[CH:6]=[CH:5][C:4]=1B(O)O.C([O-])([O-])=O.[K+].[K+].O.Cl[C:25]1[C:30]([CH3:31])=[CH:29][C:28]([N+:32]([O-:34])=[O:33])=[CH:27][N:26]=1.